From a dataset of Peptide-MHC class II binding affinity with 134,281 pairs from IEDB. Regression. Given a peptide amino acid sequence and an MHC pseudo amino acid sequence, predict their binding affinity value. This is MHC class II binding data. (1) The peptide sequence is ATSPTAEGGKATTEE. The MHC is DRB1_0901 with pseudo-sequence DRB1_0901. The binding affinity (normalized) is 0.0176. (2) The peptide sequence is RRAEPAADGVGAVSRDL. The MHC is HLA-DPA10301-DPB10402 with pseudo-sequence HLA-DPA10301-DPB10402. The binding affinity (normalized) is 0. (3) The peptide sequence is AAILRRHIDLLVGSATLCSALY. The MHC is DRB1_1501 with pseudo-sequence DRB1_1501. The binding affinity (normalized) is 0. (4) The peptide sequence is SGNLVMFQMQDHQLI. The MHC is HLA-DPA10301-DPB10402 with pseudo-sequence HLA-DPA10301-DPB10402. The binding affinity (normalized) is 0.483. (5) The peptide sequence is VCGMFTNRSGSQQW. The MHC is HLA-DQA10201-DQB10202 with pseudo-sequence HLA-DQA10201-DQB10202. The binding affinity (normalized) is 0. (6) The peptide sequence is IDTLKKNENIKEL. The MHC is DRB1_0405 with pseudo-sequence DRB1_0405. The binding affinity (normalized) is 0.691. (7) The peptide sequence is KTKEGVLYVGSKTKE. The MHC is DRB4_0101 with pseudo-sequence DRB4_0103. The binding affinity (normalized) is 0. (8) The peptide sequence is NLIDTKCYKLEHP. The MHC is DRB1_1301 with pseudo-sequence DRB1_1301. The binding affinity (normalized) is 0. (9) The peptide sequence is MRNSILLAATVLLGCTSAKVHL. The MHC is DRB1_0401 with pseudo-sequence DRB1_0401. The binding affinity (normalized) is 0.588. (10) The peptide sequence is PFTVRYTTEGGTKGE. The MHC is DRB4_0101 with pseudo-sequence DRB4_0103. The binding affinity (normalized) is 0.152.